From a dataset of Reaction yield outcomes from USPTO patents with 853,638 reactions. Predict the reaction yield, written as a fraction of the theoretical maximum amount of product (1.0 means a 100% yield; for example, 0.34 means a 34% yield). (1) The reactants are [OH:1][C:2]1[CH:9]=[CH:8][C:5]([CH:6]=[O:7])=[CH:4][CH:3]=1.C(Cl)Cl.N1C=CC=CC=1.Cl[C:20]([O:22][CH:23]([CH3:25])[CH3:24])=[O:21]. The catalyst is C1(C)C=CC=CC=1.CC(OC)(C)C.O. The product is [C:20](=[O:21])([O:22][CH:23]([CH3:25])[CH3:24])[O:1][C:2]1[CH:9]=[CH:8][C:5]([CH:6]=[O:7])=[CH:4][CH:3]=1. The yield is 1.00. (2) The reactants are [F:1][C:2]1[CH:9]=[CH:8][CH:7]=[CH:6][C:3]=1[CH2:4]Br.[NH2:10][C:11]1[S:12][C:13]2[C:18]([NH:19][C@H:20]([CH3:23])[CH2:21][OH:22])=[N:17][C:16]([SH:24])=[N:15][C:14]=2[N:25]=1.C(N(C(C)C)CC)(C)C. The catalyst is CS(C)=O.CN1CCCC1=O. The product is [NH2:10][C:11]1[S:12][C:13]2[C:18]([NH:19][C@H:20]([CH3:23])[CH2:21][OH:22])=[N:17][C:16]([S:24][CH2:4][C:3]3[CH:6]=[CH:7][CH:8]=[CH:9][C:2]=3[F:1])=[N:15][C:14]=2[N:25]=1. The yield is 0.350.